From a dataset of Full USPTO retrosynthesis dataset with 1.9M reactions from patents (1976-2016). Predict the reactants needed to synthesize the given product. (1) The reactants are: [CH3:1][C:2]([C:7]1[CH:12]=[CH:11][C:10]([N+:13]([O-:15])=[O:14])=[CH:9][CH:8]=1)([CH3:6])[C:3]([OH:5])=O.CN(C=O)C.C(Cl)(=O)C(Cl)=O.[C:27]([NH:30][NH2:31])(=[O:29])[CH3:28]. Given the product [CH3:6][C:2]([C:7]1[CH:12]=[CH:11][C:10]([N+:13]([O-:15])=[O:14])=[CH:9][CH:8]=1)([CH3:1])[C:3]([NH:31][NH:30][C:27](=[O:29])[CH3:28])=[O:5], predict the reactants needed to synthesize it. (2) The reactants are: NCCCN1CCN(CCCNC2NC3C=CC=CC=3N=2)CC1.C([N:28]([CH2:56][CH:57]([CH3:59])[CH3:58])[CH2:29][CH2:30][CH2:31][N:32]1[CH2:37][CH2:36][N:35]([CH2:38][CH2:39][CH2:40][NH:41][C:42]([NH:44][C:45]2[CH:50]=[CH:49][C:48](OC)=[CH:47][C:46]=2[N+:53]([O-])=O)=S)[CH2:34][CH2:33]1)C(C)C.C(Cl)Cl.C(N(CC)CC)C.[BH4-].[Na+]. Given the product [NH:44]1[C:45]2[CH:50]=[CH:49][CH:48]=[CH:47][C:46]=2[N:53]=[C:42]1[NH:41][CH2:40][CH2:39][CH2:38][N:35]1[CH2:36][CH2:37][N:32]([CH2:31][CH2:30][CH2:29][NH:28][CH2:56][CH:57]([CH3:59])[CH3:58])[CH2:33][CH2:34]1, predict the reactants needed to synthesize it. (3) Given the product [OH:21][C@H:3]1[C@@H:4]([OH:17])[CH2:5][N:1]([C:6]([O:8][C:9]([CH3:12])([CH3:11])[CH3:10])=[O:7])[CH2:2]1, predict the reactants needed to synthesize it. The reactants are: [N:1]1([C:6]([O:8][C:9]([CH3:12])([CH3:11])[CH3:10])=[O:7])[CH2:5][CH:4]=[CH:3][CH2:2]1.C[N+]1([O-])CC[O:17]CC1.[OH2:21].